Dataset: Tyrosyl-DNA phosphodiesterase HTS with 341,365 compounds. Task: Binary Classification. Given a drug SMILES string, predict its activity (active/inactive) in a high-throughput screening assay against a specified biological target. (1) The drug is S(=O)(=O)(N(C1CCCCC1)C)c1cc2c(n(cc(C(=O)N3CCN(CC3)c3ccccc3)c2=O)CC)cc1. The result is 0 (inactive). (2) The molecule is s1c(c(c2c1nc[nH]c2=O)C)C(=O)NCc1ccccc1. The result is 0 (inactive). (3) The compound is S=c1n(c(n[nH]1)CN1CCCCC1)c1ccc(F)cc1. The result is 0 (inactive). (4) The compound is S(Cc1c(OCC)ccc(c1)C(=O)C)c1sc(nn1)N. The result is 0 (inactive). (5) The compound is S(CC(=O)NC1CC1)c1n(CC)c(nn1)c1ncccc1. The result is 0 (inactive). (6) The molecule is S(c1c([N+]([O-])=O)cc(C(=O)N2CCC(CC2)C)cc1)Cc1c(F)cccc1. The result is 0 (inactive). (7) The result is 0 (inactive). The molecule is S(c1nc2c(nc1Cc1c(OC)cccc1)cccc2)CC(=O)NCc1ccc(cc1)C. (8) The drug is S(=O)(=O)(Nc1c(cccc1)C)c1sc(NC(=O)c2c(cccc2)C)nn1. The result is 0 (inactive).